Predict the reactants needed to synthesize the given product. From a dataset of Full USPTO retrosynthesis dataset with 1.9M reactions from patents (1976-2016). (1) Given the product [NH:44]([C:45]([NH:1][C:2]1[CH:3]=[CH:4][C:5]([C:8]2[C:12]([C:13]([NH2:15])=[O:14])=[C:11]([NH:16][C:17]([NH:19][CH2:20][CH2:21][CH2:22][N:23]3[CH2:24][CH2:25][O:26][CH2:27][CH2:28]3)=[O:18])[S:10][N:9]=2)=[CH:6][CH:7]=1)=[O:46])[C:38]1[CH:43]=[CH:42][CH:41]=[CH:40][CH:39]=1, predict the reactants needed to synthesize it. The reactants are: [NH2:1][C:2]1[CH:7]=[CH:6][C:5]([C:8]2[C:12]([C:13]([NH2:15])=[O:14])=[C:11]([NH:16][C:17]([NH:19][CH2:20][CH2:21][CH2:22][N:23]3[CH2:28][CH2:27][O:26][CH2:25][CH2:24]3)=[O:18])[S:10][N:9]=2)=[CH:4][CH:3]=1.C(N(CC)C(C)C)(C)C.[C:38]1([N:44]=[C:45]=[O:46])[CH:43]=[CH:42][CH:41]=[CH:40][CH:39]=1. (2) The reactants are: [CH2:1]([O:3][C:4](=[O:16])[CH2:5][CH2:6][C:7]([C:9]1[CH:14]=[CH:13][CH:12]=[C:11](Br)[CH:10]=1)=[O:8])[CH3:2].[C:17]1(B(O)O)[CH:22]=[CH:21][CH:20]=[CH:19][CH:18]=1.[F-].[Cs+]. Given the product [CH2:1]([O:3][C:4](=[O:16])[CH2:5][CH2:6][C:7]([C:9]1[CH:10]=[C:11]([C:17]2[CH:22]=[CH:21][CH:20]=[CH:19][CH:18]=2)[CH:12]=[CH:13][CH:14]=1)=[O:8])[CH3:2], predict the reactants needed to synthesize it. (3) Given the product [Cl:1][C:2]1[N:9]=[C:8]([O:30][C:24]2[CH:29]=[CH:28][CH:27]=[CH:26][CH:25]=2)[CH:7]=[C:6]([C:11]2[CH:12]=[CH:13][C:14]([O:17][C:18]3[CH:23]=[CH:22][CH:21]=[CH:20][CH:19]=3)=[CH:15][CH:16]=2)[C:3]=1[C:4]#[N:5], predict the reactants needed to synthesize it. The reactants are: [Cl:1][C:2]1[N:9]=[C:8](Cl)[CH:7]=[C:6]([C:11]2[CH:16]=[CH:15][C:14]([O:17][C:18]3[CH:23]=[CH:22][CH:21]=[CH:20][CH:19]=3)=[CH:13][CH:12]=2)[C:3]=1[C:4]#[N:5].[C:24]1([OH:30])[CH:29]=[CH:28][CH:27]=[CH:26][CH:25]=1.C(=O)([O-])[O-].[Cs+].[Cs+]. (4) The reactants are: [C:1]([C:5]1[CH:9]=[C:8]([NH:10][C:11]([NH:13][C@@H:14]2[C:23]3[C:18](=[CH:19][CH:20]=[CH:21][CH:22]=3)[C@H:17]([O:24][C:25]3[CH:26]=[CH:27][C:28]4[N:29]([C:31]([N:34]5[CH2:39][CH2:38][CH2:37][CH2:36][C@@H:35]5[CH3:40])=[N:32][N:33]=4)[CH:30]=3)[CH2:16][CH2:15]2)=[O:12])[N:7]([C:41]2[CH:42]=[C:43]([CH2:47][CH2:48][O:49]S(C)(=O)=O)[CH:44]=[CH:45][CH:46]=2)[N:6]=1)([CH3:4])([CH3:3])[CH3:2].[CH2:54]1[CH2:60][O:59][CH2:58][CH2:57][NH:56][CH2:55]1. Given the product [CH:48]([OH:49])=[O:59].[C:1]([C:5]1[CH:9]=[C:8]([NH:10][C:11]([NH:13][C@@H:14]2[C:23]3[C:18](=[CH:19][CH:20]=[CH:21][CH:22]=3)[C@H:17]([O:24][C:25]3[CH:26]=[CH:27][C:28]4[N:29]([C:31]([N:34]5[CH2:39][CH2:38][CH2:37][CH2:36][C@@H:35]5[CH3:40])=[N:32][N:33]=4)[CH:30]=3)[CH2:16][CH2:15]2)=[O:12])[N:7]([C:41]2[CH:46]=[CH:45][CH:44]=[C:43]([CH2:47][CH2:48][N:56]3[CH2:55][CH2:54][CH2:60][O:59][CH2:58][CH2:57]3)[CH:42]=2)[N:6]=1)([CH3:2])([CH3:3])[CH3:4], predict the reactants needed to synthesize it. (5) Given the product [F:13][C:14]([F:23])([F:22])[C:15]1[CH:20]=[C:19]([CH:18]=[CH:17][CH:16]=1)[O:12][CH:10]1[CH2:9][NH:8][CH2:11]1, predict the reactants needed to synthesize it. The reactants are: C([N:8]1[CH2:11][CH:10]([OH:12])[CH2:9]1)(OC(C)(C)C)=O.[F:13][C:14]([F:23])([F:22])[C:15]1[CH:16]=[C:17](O)[CH:18]=[CH:19][CH:20]=1.